From a dataset of Forward reaction prediction with 1.9M reactions from USPTO patents (1976-2016). Predict the product of the given reaction. (1) The product is: [Cl:1][C:2]1[CH:3]=[C:4]2[C:9](=[C:10]([F:12])[CH:11]=1)[C:8]([CH3:14])([CH3:13])[C:7](=[O:15])[C:6]([C:16]([NH:18][CH2:19][C:20]([OH:22])=[O:21])=[O:17])=[C:5]2[OH:27]. Given the reactants [Cl:1][C:2]1[CH:3]=[C:4]2[C:9](=[C:10]([F:12])[CH:11]=1)[C:8]([CH3:14])([CH3:13])[C:7](=[O:15])[C:6]([C:16]([NH:18][CH2:19][C:20]([O:22]C(C)(C)C)=[O:21])=[O:17])=[C:5]2[OH:27], predict the reaction product. (2) Given the reactants C(=O)([O-])O.[Na+].S([O-])([O-])=O.[Na+].[Na+].[Br:12][C:13]1[CH:18]=[C:17]([F:19])[CH:16]=[CH:15][C:14]=1[S:20](Cl)(=[O:22])=[O:21].[CH3:24]I, predict the reaction product. The product is: [Br:12][C:13]1[CH:18]=[C:17]([F:19])[CH:16]=[CH:15][C:14]=1[S:20]([CH3:24])(=[O:22])=[O:21]. (3) Given the reactants CO[CH:3]1[CH2:7][CH2:6][CH:5](OC)O1.[NH2:10][C:11]1[CH:19]=[CH:18][C:14]([C:15]([NH2:17])=[O:16])=[CH:13][C:12]=1[CH3:20].C([O-])([O-])=O.[Na+].[Na+], predict the reaction product. The product is: [CH3:20][C:12]1[CH:13]=[C:14]([CH:18]=[CH:19][C:11]=1[N:10]1[CH:3]=[CH:7][CH:6]=[CH:5]1)[C:15]([NH2:17])=[O:16]. (4) Given the reactants [C:1](=[O:6])([O:4]C)[O:2][CH3:3].C[O-].[Na+].[CH2:10]([CH:16]([OH:26])[CH2:17][CH2:18][CH2:19][CH2:20][CH2:21][CH2:22][CH2:23][CH2:24][CH3:25])[CH2:11][CH2:12][CH2:13][CH2:14][CH3:15], predict the reaction product. The product is: [CH2:10]([CH:16]([OH:26])[CH2:17][CH2:18][CH2:19][CH2:20][CH2:21][CH2:22][CH2:23][CH2:24][CH3:25])[CH2:11][CH2:12][CH2:13][CH2:14][CH3:15].[C:1](=[O:4])([O:2][CH3:3])[O:26][CH:16]([CH2:10][CH2:11][CH2:12][CH2:13][CH2:14][CH3:15])[CH2:17][CH2:18][CH2:19][CH2:20][CH2:21][CH2:22][CH2:23][CH2:24][CH3:25].[C:1](=[O:6])([O-:2])[O:26][C:16]([CH2:17][CH2:16][CH2:10][CH2:11][CH2:12][CH3:13])([CH2:10][CH2:11][CH2:12][CH2:13][CH2:14][CH3:15])[CH2:17][CH2:18][CH2:19][CH2:20][CH2:21][CH2:22][CH2:23][CH2:24][CH3:25]. (5) The product is: [CH3:1][O:2][NH:3][C:4]([C:6]1[C:7](=[O:29])[C:8]2[CH:13]=[N:12][C:11]([NH:45][C:41]3[CH:42]=[CH:43][CH:44]=[C:39]([CH2:38][CH2:37][N:34]4[CH2:35][CH2:36][S:31](=[O:46])(=[O:30])[CH2:32][CH2:33]4)[CH:40]=3)=[N:10][C:9]=2[N:18]([C:20]2[CH:21]=[C:22]3[C:26](=[CH:27][CH:28]=2)[CH2:25][CH2:24][CH2:23]3)[CH:19]=1)=[O:5]. Given the reactants [CH3:1][O:2][NH:3][C:4]([C:6]1[C:7](=[O:29])[C:8]2[CH:13]=[N:12][C:11](S(C)(=O)=O)=[N:10][C:9]=2[N:18]([C:20]2[CH:21]=[C:22]3[C:26](=[CH:27][CH:28]=2)[CH2:25][CH2:24][CH2:23]3)[CH:19]=1)=[O:5].[O:30]=[S:31]1(=[O:46])[CH2:36][CH2:35][N:34]([CH2:37][CH2:38][C:39]2[CH:40]=[C:41]([NH2:45])[CH:42]=[CH:43][CH:44]=2)[CH2:33][CH2:32]1, predict the reaction product. (6) Given the reactants [CH2:1]([N:8]1[CH2:13][CH2:12][CH:11]([NH:14][C:15]([CH3:18])([CH3:17])[CH3:16])[CH2:10][CH2:9]1)[C:2]1[CH:7]=[CH:6][CH:5]=[CH:4][CH:3]=1.[CH:19](O)=O.C=O.[OH-].[K+], predict the reaction product. The product is: [CH2:1]([N:8]1[CH2:13][CH2:12][CH:11]([N:14]([C:15]([CH3:18])([CH3:17])[CH3:16])[CH3:19])[CH2:10][CH2:9]1)[C:2]1[CH:3]=[CH:4][CH:5]=[CH:6][CH:7]=1. (7) Given the reactants [CH2:1]([O:3][C:4]([C:6]1[CH:7]=[N:8][N:9]([C:15]2[CH:20]=[CH:19][C:18]([N+:21]([O-])=O)=[CH:17][CH:16]=2)[C:10]=1[C:11]([F:14])([F:13])[F:12])=[O:5])[CH3:2].C([O-])=O.[NH4+], predict the reaction product. The product is: [CH2:1]([O:3][C:4]([C:6]1[CH:7]=[N:8][N:9]([C:15]2[CH:16]=[CH:17][C:18]([NH2:21])=[CH:19][CH:20]=2)[C:10]=1[C:11]([F:14])([F:13])[F:12])=[O:5])[CH3:2]. (8) Given the reactants [Cl:1][C:2]1[CH:3]=[C:4]([OH:11])[CH:5]=[CH:6][C:7]=1[N+:8]([O-:10])=[O:9].Cl.Cl[CH2:14][CH2:15][N:16]([CH2:19][CH3:20])[CH2:17][CH3:18], predict the reaction product. The product is: [Cl:1][C:2]1[CH:3]=[C:4]([CH:5]=[CH:6][C:7]=1[N+:8]([O-:10])=[O:9])[O:11][CH2:14][CH2:15][N:16]([CH2:19][CH3:20])[CH2:17][CH3:18]. (9) The product is: [CH3:24][C:23]1[CH:22]=[C:21]([CH3:25])[NH:20][C:19](=[O:26])[C:18]=1[CH2:17][NH:16][C:14]([C:4]1[C:5]2[CH:10]=[N:9][N:8]([CH:11]([CH3:13])[CH3:12])[C:6]=2[N:7]=[C:2]([NH:27][CH2:28][CH2:29][OH:30])[CH:3]=1)=[O:15]. Given the reactants Cl[C:2]1[CH:3]=[C:4]([C:14]([NH:16][CH2:17][C:18]2[C:19](=[O:26])[NH:20][C:21]([CH3:25])=[CH:22][C:23]=2[CH3:24])=[O:15])[C:5]2[CH:10]=[N:9][N:8]([CH:11]([CH3:13])[CH3:12])[C:6]=2[N:7]=1.[NH2:27][CH2:28][CH2:29][OH:30], predict the reaction product.